This data is from Full USPTO retrosynthesis dataset with 1.9M reactions from patents (1976-2016). The task is: Predict the reactants needed to synthesize the given product. The reactants are: [N:1]1([CH2:7][CH2:8][CH2:9][O:10][C:11]2[CH:18]=[CH:17][C:14]([CH:15]=O)=[CH:13][CH:12]=2)[CH2:6][CH2:5][CH2:4][CH2:3][CH2:2]1.[CH3:19][N:20]([CH2:27][CH2:28][C:29]1[CH:34]=[CH:33][CH:32]=[CH:31][CH:30]=1)[CH:21]1[CH2:26][CH2:25][NH:24][CH2:23][CH2:22]1.C(O[BH-](OC(=O)C)OC(=O)C)(=O)C.[Na+].[OH-].[Na+].[CH2:51]([Cl:53])[Cl:52]. Given the product [NH3:1].[CH2:51]([Cl:53])[Cl:52].[CH3:19][N:20]([CH2:27][CH2:28][C:29]1[CH:30]=[CH:31][CH:32]=[CH:33][CH:34]=1)[CH:21]1[CH2:22][CH2:23][N:24]([CH2:15][C:14]2[CH:17]=[CH:18][C:11]([O:10][CH2:9][CH2:8][CH2:7][N:1]3[CH2:6][CH2:5][CH2:4][CH2:3][CH2:2]3)=[CH:12][CH:13]=2)[CH2:25][CH2:26]1, predict the reactants needed to synthesize it.